Dataset: Full USPTO retrosynthesis dataset with 1.9M reactions from patents (1976-2016). Task: Predict the reactants needed to synthesize the given product. (1) Given the product [CH3:26][O:27][C:28]1[CH:29]=[C:30]([CH:35]=[CH:36][C:37]=1[N:38]1[CH:42]=[C:41]([CH3:43])[N:40]=[CH:39]1)[CH:31]=[O:32], predict the reactants needed to synthesize it. The reactants are: N1CCCC1.[H-].COCCO[Al+]OCCOC.[Na+].[H-].CC(C)([O-])C.[K+].[CH3:26][O:27][C:28]1[CH:29]=[C:30]([CH:35]=[CH:36][C:37]=1[N:38]1[CH:42]=[C:41]([CH3:43])[N:40]=[CH:39]1)[C:31](OC)=[O:32].[OH-].[Na+]. (2) Given the product [OH:1][CH2:2][CH2:3][CH2:4][CH2:5][CH2:6][CH2:7][CH2:8][CH2:9][O:10][C:11]1[CH:16]=[CH:15][N:14]=[C:13]([CH2:17][Cl:22])[C:12]=1[CH3:19], predict the reactants needed to synthesize it. The reactants are: [OH:1][CH2:2][CH2:3][CH2:4][CH2:5][CH2:6][CH2:7][CH2:8][CH2:9][O:10][C:11]1[CH:16]=[CH:15][N:14]=[C:13]([CH2:17]O)[C:12]=1[CH3:19].S(Cl)([Cl:22])=O.C(=O)([O-])[O-].[Na+].[Na+]. (3) Given the product [CH3:1][O:2][C:3]1[CH:10]=[CH:9][C:6]([CH:7]([OH:8])[CH2:17][CH:16]=[CH2:15])=[CH:5][CH:4]=1, predict the reactants needed to synthesize it. The reactants are: [CH3:1][O:2][C:3]1[CH:10]=[CH:9][C:6]([CH:7]=[O:8])=[CH:5][CH:4]=1.C(O[CH2:15][CH:16]=[CH2:17])(=O)C.O.CCN(CC)CC.CC1C(C)=C(C)C(C)=C(C)C=1C. (4) Given the product [NH2:1][C:2]1[C:3](=[O:14])[NH:4][N:5]=[C:6]([C:8]2[CH:13]=[CH:12][CH:11]=[CH:10][CH:9]=2)[C:7]=1[Br:15], predict the reactants needed to synthesize it. The reactants are: [NH2:1][C:2]1[C:3](=[O:14])[NH:4][N:5]=[C:6]([C:8]2[CH:13]=[CH:12][CH:11]=[CH:10][CH:9]=2)[CH:7]=1.[Br:15]N1C(=O)CCC1=O. (5) Given the product [CH2:1]([O:3][CH:4]([S:30][CH2:31][CH3:32])[C@@H:5]1[CH2:9][CH2:8][CH2:7][N:6]1[C:10](=[O:29])[C:11]1[CH:16]=[C:15]([O:17][CH3:18])[C:14]([O:19][CH2:20][CH2:21][CH2:22][CH2:23][CH2:24][O:33][C:34]2[C:48]([O:49][CH3:50])=[CH:47][C:37]3[C:38](=[O:46])[N:39]4[CH2:45][CH2:44][CH2:43][C@H:40]4[CH2:41][NH:42][C:36]=3[CH:35]=2)=[CH:13][C:12]=1[N+:26]([O-:28])=[O:27])[CH3:2], predict the reactants needed to synthesize it. The reactants are: [CH2:1]([O:3][CH:4]([S:30][CH2:31][CH3:32])[C@@H:5]1[CH2:9][CH2:8][CH2:7][N:6]1[C:10](=[O:29])[C:11]1[CH:16]=[C:15]([O:17][CH3:18])[C:14]([O:19][CH2:20][CH2:21][CH2:22][CH2:23][CH2:24]Br)=[CH:13][C:12]=1[N+:26]([O-:28])=[O:27])[CH3:2].[OH:33][C:34]1[C:48]([O:49][CH3:50])=[CH:47][C:37]2[C:38](=[O:46])[N:39]3[CH2:45][CH2:44][CH2:43][C@H:40]3[CH2:41][NH:42][C:36]=2[CH:35]=1.C([O-])([O-])=O.[K+].[K+].CCOC(C)=O. (6) Given the product [F:11][CH:12]([F:21])[O:13][C:14]1[CH:19]=[CH:18][C:17]([O:20][C:7]2[CH:8]=[CH:9][C:4]([C:2](=[O:3])[CH3:1])=[CH:5][CH:6]=2)=[CH:16][CH:15]=1, predict the reactants needed to synthesize it. The reactants are: [CH3:1][C:2]([C:4]1[CH:9]=[CH:8][C:7](F)=[CH:6][CH:5]=1)=[O:3].[F:11][CH:12]([F:21])[O:13][C:14]1[CH:19]=[CH:18][C:17]([OH:20])=[CH:16][CH:15]=1.C(=O)([O-])[O-].[K+].[K+].[Cl-].[Na+]. (7) The reactants are: Cl[S:2]([C:5]1[CH:13]=[CH:12][C:8]([C:9]([OH:11])=[O:10])=[CH:7][CH:6]=1)(=[O:4])=[O:3].[NH:14]1[CH2:19][CH2:18][O:17][CH2:16][CH2:15]1.O. Given the product [N:14]1([S:2]([C:5]2[CH:13]=[CH:12][C:8]([C:9]([OH:11])=[O:10])=[CH:7][CH:6]=2)(=[O:4])=[O:3])[CH2:19][CH2:18][O:17][CH2:16][CH2:15]1, predict the reactants needed to synthesize it. (8) Given the product [N:1]1([CH2:7][CH2:8][NH:9][C:11]2[N:12]=[N+:13]([O-:21])[C:14]3[CH:20]=[CH:19][CH:18]=[CH:17][C:15]=3[N:16]=2)[CH2:6][CH2:5][CH2:4][CH2:3][CH2:2]1, predict the reactants needed to synthesize it. The reactants are: [N:1]1([CH2:7][CH2:8][NH2:9])[CH2:6][CH2:5][CH2:4][CH2:3][CH2:2]1.Cl[C:11]1[N:12]=[N+:13]([O-:21])[C:14]2[CH:20]=[CH:19][CH:18]=[CH:17][C:15]=2[N:16]=1. (9) Given the product [F:18][C:19]1[CH:20]=[C:21]([C:2]2[C:10]3[C:5](=[N:6][CH:7]=[N:8][C:9]=3[NH2:11])[NH:4][N:3]=2)[CH:22]=[C:23]([O:25][CH3:26])[CH:24]=1, predict the reactants needed to synthesize it. The reactants are: I[C:2]1[C:10]2[C:5](=[N:6][CH:7]=[N:8][C:9]=2[NH2:11])[NH:4][N:3]=1.C(=O)([O-])[O-].[K+].[K+].[F:18][C:19]1[CH:20]=[C:21](B(O)O)[CH:22]=[C:23]([O:25][CH3:26])[CH:24]=1.Cl. (10) Given the product [Br:1][C:15]1[C:10]([F:9])=[N:11][C:12]([O:16][CH2:17][C:18]([CH3:21])([CH3:20])[CH3:19])=[CH:13][CH:14]=1, predict the reactants needed to synthesize it. The reactants are: [Br:1]N1C(=O)CCC1=O.[F:9][C:10]1[CH:15]=[CH:14][CH:13]=[C:12]([O:16][CH2:17][C:18]([CH3:21])([CH3:20])[CH3:19])[N:11]=1.